The task is: Predict which catalyst facilitates the given reaction.. This data is from Catalyst prediction with 721,799 reactions and 888 catalyst types from USPTO. (1) Reactant: C(O[C:5](=[O:7])[CH3:6])(=O)C.[CH:8]1[C:17]2[C:11]([CH:12]=[CH:13][CH:14]=[CH:15][CH:16]=2)=[CH:10][C:9]=1[CH2:18][C:19]1[CH:20]=[C:21]([C@@H:25]2[O:33][C@H:32]([CH2:34][OH:35])[C@@H:30]([OH:31])[C@H:28]([OH:29])[C@H:26]2[OH:27])[CH:22]=[CH:23][CH:24]=1. Product: [C:26]([O:27][C@@H:26]1[C@@H:28]([O:29][C:28](=[O:29])[CH3:30])[C@H:30]([O:31][C:32](=[O:33])[CH3:34])[C@@H:32]([CH2:34][O:35][C:5](=[O:7])[CH3:6])[O:33][C@H:25]1[C:21]1[CH:22]=[CH:23][CH:24]=[C:19]([CH2:18][C:9]2[CH:10]=[C:11]3[C:17](=[CH:16][CH:15]=[CH:14][CH:13]=[CH:12]3)[CH:8]=2)[CH:20]=1)(=[O:27])[CH3:25]. The catalyst class is: 300. (2) Reactant: [NH2:1][CH2:2][C:3]1[CH:8]=[CH:7][C:6]([C:9]2[C:17]3[O:16][C:15]([NH:18][C:19]4[CH:24]=[C:23]([O:25][CH3:26])[C:22]([O:27][CH3:28])=[C:21]([O:29][CH3:30])[CH:20]=4)=[N:14][C:13]=3[CH:12]=[CH:11][CH:10]=2)=[CH:5][CH:4]=1.[CH3:31][S:32](Cl)(=[O:34])=[O:33]. Product: [CH3:26][O:25][C:23]1[CH:24]=[C:19]([NH:18][C:15]2[O:16][C:17]3[C:9]([C:6]4[CH:7]=[CH:8][C:3]([CH2:2][NH:1][S:32]([CH3:31])(=[O:34])=[O:33])=[CH:4][CH:5]=4)=[CH:10][CH:11]=[CH:12][C:13]=3[N:14]=2)[CH:20]=[C:21]([O:29][CH3:30])[C:22]=1[O:27][CH3:28]. The catalyst class is: 17. (3) Reactant: [CH3:1][N:2]1[C:6]([C:7]2[C:8](=[O:13])[CH2:9][CH2:10][CH2:11][CH:12]=2)=[CH:5][N:4]=[CH:3]1.[BH4-].[Na+].[Cl-].[NH4+]. Product: [CH3:1][N:2]1[C:6]([CH:7]2[CH2:12][CH2:11][CH2:10][CH2:9][CH:8]2[OH:13])=[CH:5][N:4]=[CH:3]1. The catalyst class is: 5. (4) Reactant: [C:1]([Si:5]([CH3:28])([CH3:27])[O:6][CH:7]([CH2:25][CH3:26])[C:8]([N:10]1[CH2:15][CH2:14][C:13]2[N:16]=[C:17]([C:19]3[CH:24]=[CH:23][CH:22]=[CH:21][CH:20]=3)[O:18][C:12]=2[CH2:11]1)=O)([CH3:4])([CH3:3])[CH3:2].COC1C=CC(P2(SP(C3C=CC(OC)=CC=3)(=S)S2)=[S:38])=CC=1. Product: [C:1]([Si:5]([CH3:28])([CH3:27])[O:6][CH:7]([CH2:25][CH3:26])[C:8]([N:10]1[CH2:15][CH2:14][C:13]2[N:16]=[C:17]([C:19]3[CH:24]=[CH:23][CH:22]=[CH:21][CH:20]=3)[O:18][C:12]=2[CH2:11]1)=[S:38])([CH3:4])([CH3:3])[CH3:2]. The catalyst class is: 11. (5) Reactant: [Br:1][C:2]1[CH:7]=[CH:6][C:5]([CH2:8][C:9](O)=[O:10])=[C:4]([N+:12]([O-])=O)[CH:3]=1.S(=O)(=O)(O)O. Product: [Br:1][C:2]1[CH:3]=[C:4]2[C:5]([CH2:8][C:9](=[O:10])[NH:12]2)=[CH:6][CH:7]=1. The catalyst class is: 490.